This data is from Peptide-MHC class II binding affinity with 134,281 pairs from IEDB. The task is: Regression. Given a peptide amino acid sequence and an MHC pseudo amino acid sequence, predict their binding affinity value. This is MHC class II binding data. (1) The peptide sequence is DVTITAPGDSPNTDG. The MHC is DRB1_1001 with pseudo-sequence DRB1_1001. The binding affinity (normalized) is 0.170. (2) The peptide sequence is MILVGVIMMFLSLGV. The MHC is H-2-IEd with pseudo-sequence H-2-IEd. The binding affinity (normalized) is 0.0171. (3) The MHC is HLA-DQA10401-DQB10402 with pseudo-sequence HLA-DQA10401-DQB10402. The binding affinity (normalized) is 0.481. The peptide sequence is EKKYQAATQFEPLAA.